Task: Predict the reactants needed to synthesize the given product.. Dataset: Full USPTO retrosynthesis dataset with 1.9M reactions from patents (1976-2016) Given the product [C:23]([C:14]1[N:15]=[C:16]([N:17]2[CH2:21][CH2:20][C@@H:19]([OH:22])[CH2:18]2)[C:11]2[N:10]=[N:9][N:8]([CH2:1][C:2]3[N:71]([CH3:70])[N:72]=[N:73][N:74]=3)[C:12]=2[N:13]=1)([CH3:25])([CH3:26])[CH3:24], predict the reactants needed to synthesize it. The reactants are: [CH2:1]([N:8]1[C:12]2[N:13]=[C:14]([C:23]([CH3:26])([CH3:25])[CH3:24])[N:15]=[C:16]([N:17]3[CH2:21][CH2:20][C@@H:19]([OH:22])[CH2:18]3)[C:11]=2[N:10]=[N:9]1)[C:2]1C=CC=CC=1.C(C1N=C(N2CC[C@@H](O)C2)C2N=NNC=2N=1)(C)(C)C.C(C1N=C(N2CCC(F)(F)C2)C2C(=NN(CC)N=2)N=1)(C)(C)C.ClC[C:70]1[N:74](C)[N:73]=[N:72][N:71]=1.